Dataset: Reaction yield outcomes from USPTO patents with 853,638 reactions. Task: Predict the reaction yield, written as a fraction of the theoretical maximum amount of product (1.0 means a 100% yield; for example, 0.34 means a 34% yield). (1) The reactants are Br[C:2]1[N:7]2[N:8]=[C:9]([NH2:11])[N:10]=[C:6]2[CH:5]=[CH:4][CH:3]=1.[CH3:12][S:13]([NH:16][C:17]1[CH:18]=[C:19](B(O)O)[CH:20]=[CH:21][CH:22]=1)(=[O:15])=[O:14]. No catalyst specified. The product is [NH2:11][C:9]1[N:10]=[C:6]2[CH:5]=[CH:4][CH:3]=[C:2]([C:21]3[CH:22]=[C:17]([NH:16][S:13]([CH3:12])(=[O:14])=[O:15])[CH:18]=[CH:19][CH:20]=3)[N:7]2[N:8]=1. The yield is 0.180. (2) The reactants are [NH2:1][C:2]1[CH:3]=[C:4]2[C:9](=[CH:10][CH:11]=1)[CH:8]=[N:7][CH:6]=[CH:5]2.[H-].[Na+].[CH2:14]([O:21][C:22](Cl)=[O:23])[C:15]1[CH:20]=[CH:19][CH:18]=[CH:17][CH:16]=1. The catalyst is CN(C=O)C. The product is [CH2:14]([O:21][C:22](=[O:23])[NH:1][C:2]1[CH:3]=[C:4]2[C:9](=[CH:10][CH:11]=1)[CH:8]=[N:7][CH:6]=[CH:5]2)[C:15]1[CH:20]=[CH:19][CH:18]=[CH:17][CH:16]=1. The yield is 0.900. (3) The reactants are [NH2:1][C:2]1[CH:7]=[CH:6][CH:5]=[CH:4][C:3]=1[OH:8].[C:9]([C:17]1[C:18](=[O:28])[N:19]([CH3:27])[C:20](=[O:26])[N:21]([CH3:25])[C:22]=1[CH2:23]Br)(=O)[C:10]1[CH:15]=[CH:14][CH:13]=[CH:12][CH:11]=1. The catalyst is CCO. The product is [CH3:25][N:21]1[C:22]2=[CH:23][N:1]([C:2]3[CH:7]=[CH:6][CH:5]=[CH:4][C:3]=3[OH:8])[C:9]([C:10]3[CH:11]=[CH:12][CH:13]=[CH:14][CH:15]=3)=[C:17]2[C:18](=[O:28])[N:19]([CH3:27])[C:20]1=[O:26]. The yield is 0.964. (4) The reactants are C([N:8]1[CH2:13][CH2:12][N:11]([C:14]([O:16][C:17]([CH3:20])([CH3:19])[CH3:18])=[O:15])[CH2:10][CH:9]1[CH:21]([F:23])[F:22])C1C=CC=CC=1.[H][H]. The catalyst is [Pd].CO.[OH-].[OH-].[Pd+2]. The product is [F:23][CH:21]([F:22])[CH:9]1[NH:8][CH2:13][CH2:12][N:11]([C:14]([O:16][C:17]([CH3:19])([CH3:18])[CH3:20])=[O:15])[CH2:10]1. The yield is 0.970. (5) The catalyst is CCO. The product is [ClH:38].[ClH:38].[NH2:2][CH2:1][CH2:3][O:4][C:5]1[CH:10]=[CH:9][C:8]([C:11]2[CH:16]=[CH:15][C:14]([C:17]3[CH:22]=[CH:21][C:20]([CH2:23][CH2:24][CH2:25][NH2:26])=[CH:19][C:18]=3[CH2:27][CH:28]([CH3:29])[CH3:30])=[CH:13][C:12]=2[CH:31]([CH3:33])[CH3:32])=[CH:7][C:6]=1[CH2:34][CH:35]([CH3:37])[CH3:36]. The yield is 0.910. The reactants are [C:1]([CH2:3][O:4][C:5]1[CH:10]=[CH:9][C:8]([C:11]2[CH:16]=[CH:15][C:14]([C:17]3[CH:22]=[CH:21][C:20]([CH2:23][CH2:24][C:25]#[N:26])=[CH:19][C:18]=3[CH2:27][CH:28]([CH3:30])[CH3:29])=[CH:13][C:12]=2[CH:31]([CH3:33])[CH3:32])=[CH:7][C:6]=1[CH2:34][CH:35]([CH3:37])[CH3:36])#[N:2].[ClH:38]. (6) The reactants are [OH:1][CH:2]([CH2:8][CH2:9][CH2:10][CH2:11][CH2:12][CH2:13][CH2:14]/[CH:15]=[CH:16]\[CH2:17]/[CH:18]=[CH:19]\[CH2:20][CH2:21][CH2:22][CH2:23][CH3:24])[CH2:3][C:4]([O:6][CH3:7])=[O:5].[C:25]([Si:29](Cl)([CH3:31])[CH3:30])([CH3:28])([CH3:27])[CH3:26]. The catalyst is N1C=CC=CC=1.C1COCC1.[N+]([O-])([O-])=O.[Ag+]. The product is [Si:29]([O:1][CH:2]([CH2:8][CH2:9][CH2:10][CH2:11][CH2:12][CH2:13][CH2:14]/[CH:15]=[CH:16]\[CH2:17]/[CH:18]=[CH:19]\[CH2:20][CH2:21][CH2:22][CH2:23][CH3:24])[CH2:3][C:4]([O:6][CH3:7])=[O:5])([C:25]([CH3:28])([CH3:27])[CH3:26])([CH3:31])[CH3:30]. The yield is 0.910.